Predict which catalyst facilitates the given reaction. From a dataset of Catalyst prediction with 721,799 reactions and 888 catalyst types from USPTO. Reactant: Cl[C:2]1[C:11]2[C:6](=[CH:7][C:8]([S:12]([NH:15][C:16]3[S:17][CH:18]=[CH:19][N:20]=3)(=[O:14])=[O:13])=[CH:9][CH:10]=2)[CH:5]=[CH:4][N:3]=1.C(=O)([O-])[O-].[K+].[K+].[Cl:27][C:28]1[CH:29]=[C:30]([N:35]2[CH2:40][CH2:39][NH:38][CH2:37][CH2:36]2)[CH:31]=[CH:32][C:33]=1[Cl:34]. Product: [Cl:27][C:28]1[CH:29]=[C:30]([N:35]2[CH2:40][CH2:39][N:38]([C:2]3[C:11]4[C:6](=[CH:7][C:8]([S:12]([NH:15][C:16]5[S:17][CH:18]=[CH:19][N:20]=5)(=[O:14])=[O:13])=[CH:9][CH:10]=4)[CH:5]=[CH:4][N:3]=3)[CH2:37][CH2:36]2)[CH:31]=[CH:32][C:33]=1[Cl:34]. The catalyst class is: 3.